From a dataset of Catalyst prediction with 721,799 reactions and 888 catalyst types from USPTO. Predict which catalyst facilitates the given reaction. (1) Reactant: [F:1][C:2]1[CH:3]=[C:4]([Mg]Br)[CH:5]=[C:6]([O:9][CH:10]2[CH2:15][CH2:14][CH2:13][CH2:12][O:11]2)[C:7]=1[F:8].CC1C=CC(S([O:28][CH2:29][C:30]2([CH2:37][O:38][S:39]([C:42]3[CH:47]=[CH:46][C:45]([CH3:48])=[CH:44][CH:43]=3)(=[O:41])=[O:40])[CH2:35][CH2:34][C:33](=O)[CH2:32][CH2:31]2)(=O)=O)=CC=1.[OH-].[Na+]. Product: [CH3:48][C:45]1[CH:46]=[CH:47][C:42]([S:39]([O:38][CH2:37][C:30]23[CH2:31][CH2:32][C:33]([C:4]4[CH:5]=[C:6]([O:9][CH:10]5[CH2:15][CH2:14][CH2:13][CH2:12][O:11]5)[C:7]([F:8])=[C:2]([F:1])[CH:3]=4)([CH2:34][CH2:35]2)[O:28][CH2:29]3)(=[O:41])=[O:40])=[CH:43][CH:44]=1. The catalyst class is: 1. (2) Reactant: Br[C:2]1[CH:3]=[C:4]([N+:9]([O-:11])=[O:10])[C:5]([NH2:8])=[N:6][CH:7]=1.[CH2:12]([O:14][C:15]([C:17]1[CH:18]=[C:19](B(O)O)[CH:20]=[CH:21][CH:22]=1)=[O:16])[CH3:13].C([O-])([O-])=O.[Na+].[Na+].C(P(C(C)(C)C)C1C=CC=CC=1C1C(C(C)C)=CC(C(C)C)=CC=1C(C)C)(C)(C)C. Product: [NH2:8][C:5]1[N:6]=[CH:7][C:2]([C:21]2[CH:22]=[C:17]([CH:18]=[CH:19][CH:20]=2)[C:15]([O:14][CH2:12][CH3:13])=[O:16])=[CH:3][C:4]=1[N+:9]([O-:11])=[O:10]. The catalyst class is: 155. (3) Reactant: [C:1]([O:5][C:6]([C:8]1[C:9]([C:14]2[CH:19]=[CH:18][C:17]([CH2:20][N:21]3[C:25]([CH:26]=[O:27])=[C:24](Br)[N:23]=[C:22]3[O:29][CH2:30][CH3:31])=[C:16]([F:32])[CH:15]=2)=[CH:10][CH:11]=[CH:12][CH:13]=1)=[O:7])([CH3:4])([CH3:3])[CH3:2].CO[CH2:35][CH2:36]OC.O.B1(C=C)OB(C=C)OB(C=C)O1.C1C=CN=CC=1.C(=O)([O-])[O-].[K+].[K+]. Product: [C:1]([O:5][C:6]([C:8]1[C:9]([C:14]2[CH:19]=[CH:18][C:17]([CH2:20][N:21]3[C:25]([CH:26]=[O:27])=[C:24]([CH:35]=[CH2:36])[N:23]=[C:22]3[O:29][CH2:30][CH3:31])=[C:16]([F:32])[CH:15]=2)=[CH:10][CH:11]=[CH:12][CH:13]=1)=[O:7])([CH3:4])([CH3:3])[CH3:2]. The catalyst class is: 518. (4) Product: [F:26][CH2:25][CH2:24][O:23][C:19]1[CH:18]=[C:17]([CH2:16][CH2:15][C:13]2[CH:14]=[C:9]([C@@H:8]([NH:27][C:28]([C@@H:30]3[CH2:35][CH2:34][CH2:33][N:32]([C:36](=[O:52])[CH2:37][CH2:38][CH:39]4[CH2:44][CH2:43][NH:42][CH2:41][CH2:40]4)[CH2:31]3)=[O:29])[CH2:7][C:6]([OH:53])=[O:5])[CH:10]=[N:11][CH:12]=2)[CH:22]=[CH:21][CH:20]=1. The catalyst class is: 106. Reactant: C([O:5][C:6](=[O:53])[CH2:7][C@H:8]([NH:27][C:28]([C@@H:30]1[CH2:35][CH2:34][CH2:33][N:32]([C:36](=[O:52])[CH2:37][CH2:38][CH:39]2[CH2:44][CH2:43][N:42](C(OC(C)(C)C)=O)[CH2:41][CH2:40]2)[CH2:31]1)=[O:29])[C:9]1[CH:10]=[N:11][CH:12]=[C:13]([CH2:15][CH2:16][C:17]2[CH:22]=[CH:21][CH:20]=[C:19]([O:23][CH2:24][CH2:25][F:26])[CH:18]=2)[CH:14]=1)(C)(C)C. (5) Reactant: [F:1][C:2]1[C:3]([NH:28][C@H:29]2[CH2:34][CH2:33][CH2:32][C@@H:31]([NH2:35])[CH2:30]2)=[N:4][C:5]([C:8]2[C:16]3[C:11](=[N:12][CH:13]=[C:14]([F:17])[CH:15]=3)[N:10]([S:18]([C:21]3[CH:26]=[CH:25][C:24]([CH3:27])=[CH:23][CH:22]=3)(=[O:20])=[O:19])[CH:9]=2)=[N:6][CH:7]=1.[N:36]1([C:42](Cl)=[O:43])[CH2:41][CH2:40][O:39][CH2:38][CH2:37]1.CCN(C(C)C)C(C)C. Product: [F:1][C:2]1[C:3]([NH:28][C@H:29]2[CH2:34][CH2:33][CH2:32][C@@H:31]([NH:35][C:42]([N:36]3[CH2:41][CH2:40][O:39][CH2:38][CH2:37]3)=[O:43])[CH2:30]2)=[N:4][C:5]([C:8]2[C:16]3[C:11](=[N:12][CH:13]=[C:14]([F:17])[CH:15]=3)[N:10]([S:18]([C:21]3[CH:22]=[CH:23][C:24]([CH3:27])=[CH:25][CH:26]=3)(=[O:19])=[O:20])[CH:9]=2)=[N:6][CH:7]=1. The catalyst class is: 18. (6) Reactant: Cl[C:2]1[NH:16][C:5]2=[N:6][CH:7]=[C:8]([C:10]3[CH:15]=[CH:14][CH:13]=[CH:12][CH:11]=3)[N:9]=[C:4]2[N:3]=1.[NH:17]1[CH2:22][CH2:21][C:20]2([C:30]3[C:25](=[CH:26][CH:27]=[CH:28][CH:29]=3)[C:24](=[O:31])[O:23]2)[CH2:19][CH2:18]1. Product: [C:10]1([C:8]2[N:9]=[C:4]3[N:3]=[C:2]([N:17]4[CH2:22][CH2:21][C:20]5([C:30]6[C:25](=[CH:26][CH:27]=[CH:28][CH:29]=6)[C:24](=[O:31])[O:23]5)[CH2:19][CH2:18]4)[NH:16][C:5]3=[N:6][CH:7]=2)[CH:15]=[CH:14][CH:13]=[CH:12][CH:11]=1. The catalyst class is: 44.